Task: Regression. Given a peptide amino acid sequence and an MHC pseudo amino acid sequence, predict their binding affinity value. This is MHC class I binding data.. Dataset: Peptide-MHC class I binding affinity with 185,985 pairs from IEDB/IMGT (1) The peptide sequence is IAVSTANIF. The MHC is HLA-B35:01 with pseudo-sequence HLA-B35:01. The binding affinity (normalized) is 0.536. (2) The peptide sequence is YQRRRRFAI. The MHC is HLA-B57:01 with pseudo-sequence HLA-B57:01. The binding affinity (normalized) is 0.0847.